This data is from Peptide-MHC class II binding affinity with 134,281 pairs from IEDB. The task is: Regression. Given a peptide amino acid sequence and an MHC pseudo amino acid sequence, predict their binding affinity value. This is MHC class II binding data. The peptide sequence is KTMAVCTNAKVTAKG. The MHC is DRB4_0101 with pseudo-sequence DRB4_0103. The binding affinity (normalized) is 0.224.